From a dataset of Forward reaction prediction with 1.9M reactions from USPTO patents (1976-2016). Predict the product of the given reaction. (1) Given the reactants [Br:1][C:2]1[CH:10]=[C:9]2[C:5]([CH:6]=[CH:7][NH:8]2)=[CH:4][CH:3]=1.C([Mg]Br)C.[CH3:15][C:16]1([CH3:24])[C:18]([CH3:20])([CH3:19])[CH:17]1[C:21](Cl)=[O:22], predict the reaction product. The product is: [Br:1][C:2]1[CH:10]=[C:9]2[C:5]([C:6]([C:21]([CH:17]3[C:18]([CH3:20])([CH3:19])[C:16]3([CH3:24])[CH3:15])=[O:22])=[CH:7][NH:8]2)=[CH:4][CH:3]=1. (2) Given the reactants [NH2:1][CH:2]([CH:6]1[CH2:11][CH2:10][CH2:9][CH2:8][CH:7]1[C:12]([F:15])([F:14])[F:13])[C:3]([OH:5])=[O:4].C([O-])(O)=O.[Na+].[CH3:21][C:22]([O:25][C:26](O[C:26]([O:25][C:22]([CH3:24])([CH3:23])[CH3:21])=[O:27])=[O:27])([CH3:24])[CH3:23], predict the reaction product. The product is: [C:22]([O:25][C:26]([NH:1][CH:2]([CH:6]1[CH2:11][CH2:10][CH2:9][CH2:8][CH:7]1[C:12]([F:13])([F:14])[F:15])[C:3]([OH:5])=[O:4])=[O:27])([CH3:24])([CH3:23])[CH3:21]. (3) Given the reactants [Cl:1][C:2]1[CH:9]=[C:8]([Cl:10])[CH:7]=[CH:6][C:3]=1[C:4]#[N:5].[C:11]1([Mg]Br)[CH:16]=[CH:15][CH:14]=[CH:13][CH:12]=1.[BH4-].[Na+], predict the reaction product. The product is: [Cl:1][C:2]1[CH:9]=[C:8]([Cl:10])[CH:7]=[CH:6][C:3]=1[CH:4]([NH2:5])[C:11]1[CH:16]=[CH:15][CH:14]=[CH:13][CH:12]=1. (4) Given the reactants [F:1][C:2]1[CH:3]=[C:4]([C:8]2[S:12][C:11]([CH3:13])=[N:10][C:9]=2[C:14]([N:16]2[CH2:21][CH:20]([O:22][CH3:23])[CH2:19][CH2:18][CH:17]2[CH2:24]O)=[O:15])[CH:5]=[CH:6][CH:7]=1.[C:26]1(=[O:36])[NH:30][C:29](=[O:31])[C:28]2=[CH:32][CH:33]=[CH:34][CH:35]=[C:27]12, predict the reaction product. The product is: [F:1][C:2]1[CH:3]=[C:4]([C:8]2[S:12][C:11]([CH3:13])=[N:10][C:9]=2[C:14]([N:16]2[CH2:21][CH:20]([O:22][CH3:23])[CH2:19][CH2:18][CH:17]2[CH2:24][N:30]2[C:26](=[O:36])[C:27]3[C:28](=[CH:32][CH:33]=[CH:34][CH:35]=3)[C:29]2=[O:31])=[O:15])[CH:5]=[CH:6][CH:7]=1. (5) Given the reactants C[O:2][C:3](=[O:27])[C:4]1[CH:9]=[CH:8][CH:7]=[C:6]([CH2:10][N:11]2[CH2:16][CH2:15][CH:14]([C:17]3[C:25]4[C:20](=[CH:21][C:22]([F:26])=[CH:23][CH:24]=4)[NH:19][CH:18]=3)[CH2:13][CH2:12]2)[CH:5]=1.[Cl:28][C:29]1[S:30][C:31]([CH2:34]Cl)=[CH:32][CH:33]=1, predict the reaction product. The product is: [Cl:28][C:29]1[S:30][C:31]([CH2:34][N:19]2[C:20]3[C:25](=[CH:24][CH:23]=[C:22]([F:26])[CH:21]=3)[C:17]([CH:14]3[CH2:13][CH2:12][N:11]([CH2:10][C:6]4[CH:5]=[C:4]([CH:9]=[CH:8][CH:7]=4)[C:3]([OH:2])=[O:27])[CH2:16][CH2:15]3)=[CH:18]2)=[CH:32][CH:33]=1. (6) Given the reactants [Br:1]Br.[O:3]=[C:4]([CH3:18])[CH2:5][CH2:6][N:7]1[C:15](=[O:16])[C:14]2[C:9](=[CH:10][CH:11]=[CH:12][CH:13]=2)[C:8]1=[O:17].ClCCl, predict the reaction product. The product is: [Br:1][CH2:18][C:4](=[O:3])[CH2:5][CH2:6][N:7]1[C:15](=[O:16])[C:14]2[C:9](=[CH:10][CH:11]=[CH:12][CH:13]=2)[C:8]1=[O:17]. (7) Given the reactants [F:1][C:2]([F:11])([F:10])[C:3]1[CH:4]=[N:5][CH:6]=[C:7](Br)[CH:8]=1.C([N:19]1[C:27]2[C:22](=[CH:23][CH:24]=[C:25]([Cl:28])[CH:26]=2)[CH:21]=[C:20]1B(O)O)(OC(C)(C)C)=O, predict the reaction product. The product is: [Cl:28][C:25]1[CH:26]=[C:27]2[C:22]([CH:21]=[C:20]([C:7]3[CH:6]=[N:5][CH:4]=[C:3]([C:2]([F:11])([F:10])[F:1])[CH:8]=3)[NH:19]2)=[CH:23][CH:24]=1. (8) Given the reactants Cl[C:2]1[CH:7]=[C:6]([O:8][C:9]2[CH:10]=[N:11][C:12]([N+:15]([O-:17])=[O:16])=[CH:13][CH:14]=2)[CH:5]=[CH:4][N:3]=1.[CH3:18][N:19]([CH3:23])[C:20]([NH2:22])=[O:21].C([O-])([O-])=O.[Cs+].[Cs+].CC1(C)C2C(=C(P(C3C=CC=CC=3)C3C=CC=CC=3)C=CC=2)OC2C(P(C3C=CC=CC=3)C3C=CC=CC=3)=CC=CC1=2, predict the reaction product. The product is: [CH3:18][N:19]([CH3:23])[C:20]([NH:22][C:2]1[CH:7]=[C:6]([O:8][C:9]2[CH:10]=[N:11][C:12]([N+:15]([O-:17])=[O:16])=[CH:13][CH:14]=2)[CH:5]=[CH:4][N:3]=1)=[O:21]. (9) Given the reactants CC1NC(C)=CC=1C1C=[CH:11][CH:10]=[C:9]([C:13]2[CH:18]=[CH:17][C:16]([CH2:19][CH:20]3[CH2:25][CH2:24][CH2:23][CH2:22][N:21]3[CH2:26][C:27]3[CH:32]=[CH:31][CH:30]=[CH:29][CH:28]=3)=[CH:15][CH:14]=2)[N:8]=1.Cl.[NH2:35]O.[CH2:37](O)[CH3:38].Cl, predict the reaction product. The product is: [CH2:26]([N:21]1[CH2:22][CH2:23][CH2:24][CH2:25][CH:20]1[CH2:19][C:16]1[CH:15]=[CH:14][C:13]([C:9]2[N:8]=[C:38]([NH2:35])[CH:37]=[CH:11][CH:10]=2)=[CH:18][CH:17]=1)[C:27]1[CH:28]=[CH:29][CH:30]=[CH:31][CH:32]=1. (10) Given the reactants [N:1]1[O:5][N:4]=[C:3]2[CH:6]=[C:7]([CH:10]3[N:15]([C:16]([O:18][C:19]4[CH:24]=[CH:23][C:22]([N+:25]([O-:27])=[O:26])=[CH:21][CH:20]=4)=[O:17])[C:14]([O:28]C)=[N:13][C:12]([CH3:30])=[C:11]3[C:31]([O:33][CH3:34])=[O:32])[CH:8]=[CH:9][C:2]=12.[Br:35]Br, predict the reaction product. The product is: [N:1]1[O:5][N:4]=[C:3]2[CH:6]=[C:7]([CH:10]3[N:15]([C:16]([O:18][C:19]4[CH:24]=[CH:23][C:22]([N+:25]([O-:27])=[O:26])=[CH:21][CH:20]=4)=[O:17])[C:14](=[O:28])[NH:13][C:12]([CH2:30][Br:35])=[C:11]3[C:31]([O:33][CH3:34])=[O:32])[CH:8]=[CH:9][C:2]=12.